This data is from Reaction yield outcomes from USPTO patents with 853,638 reactions. The task is: Predict the reaction yield, written as a fraction of the theoretical maximum amount of product (1.0 means a 100% yield; for example, 0.34 means a 34% yield). (1) The reactants are [C:1]([C:5]1[CH:6]=[C:7]([C:15]2[CH:23]=[CH:22][CH:21]=[C:20]3[C:16]=2[CH:17]=[CH:18][CH2:19]3)[CH:8]=[C:9]([C:11]([CH3:14])([CH3:13])[CH3:12])[CH:10]=1)([CH3:4])([CH3:3])[CH3:2].CS(C)=O.[Br:28]N1C(=O)CCC1=O.C1(C)C=CC(S(O)(=O)=O)=CC=1. The catalyst is O. The product is [Br:28][C:18]1[CH2:19][C:20]2[C:16]([CH:17]=1)=[C:15]([C:7]1[CH:8]=[C:9]([C:11]([CH3:14])([CH3:13])[CH3:12])[CH:10]=[C:5]([C:1]([CH3:2])([CH3:3])[CH3:4])[CH:6]=1)[CH:23]=[CH:22][CH:21]=2. The yield is 0.660. (2) The reactants are C[Si]([N-][Si](C)(C)C)(C)C.[Na+].[CH2:11]([C@H:18]1[CH2:22][O:21][C:20](=[O:23])[N:19]1[C:24](=[O:52])[C@@H:25]([CH2:44][C:45]1[CH:50]=[CH:49][CH:48]=[C:47]([F:51])[CH:46]=1)/[CH:26]=[CH:27]/[CH2:28][C:29]([N:31]1[C@@H:35]([CH2:36][C:37]2[CH:42]=[CH:41][CH:40]=[CH:39][CH:38]=2)[CH2:34][O:33][C:32]1=[O:43])=[O:30])[C:12]1[CH:17]=[CH:16][CH:15]=[CH:14][CH:13]=1.[CH2:53](Br)[CH:54]=[CH2:55]. The catalyst is C1COCC1. The product is [CH2:55]([C@@H:28](/[CH:27]=[CH:26]/[C@H:25]([CH2:44][C:45]1[CH:50]=[CH:49][CH:48]=[C:47]([F:51])[CH:46]=1)[C:24]([N:19]1[C@@H:18]([CH2:11][C:12]2[CH:17]=[CH:16][CH:15]=[CH:14][CH:13]=2)[CH2:22][O:21][C:20]1=[O:23])=[O:52])[C:29]([N:31]1[C@@H:35]([CH2:36][C:37]2[CH:38]=[CH:39][CH:40]=[CH:41][CH:42]=2)[CH2:34][O:33][C:32]1=[O:43])=[O:30])[CH:54]=[CH2:53]. The yield is 0.250. (3) The reactants are [F:1][C:2]1[CH:3]=[C:4]([C:8]2[C:12]([CH2:13]O)=[C:11]([CH3:15])[O:10][N:9]=2)[CH:5]=[CH:6][CH:7]=1.[C:16]1(=[O:26])[NH:20][C:19](=[O:21])[C:18]2=[CH:22][CH:23]=[CH:24][CH:25]=[C:17]12.C1(P(C2C=CC=CC=2)C2C=CC=CC=2)C=CC=CC=1.N(C(OCC)=O)=NC(OCC)=O. The catalyst is C1COCC1. The product is [F:1][C:2]1[CH:3]=[C:4]([C:8]2[C:12]([CH2:13][N:20]3[C:16](=[O:26])[C:17]4[C:18](=[CH:22][CH:23]=[CH:24][CH:25]=4)[C:19]3=[O:21])=[C:11]([CH3:15])[O:10][N:9]=2)[CH:5]=[CH:6][CH:7]=1. The yield is 0.660.